Dataset: Experimentally validated miRNA-target interactions with 360,000+ pairs, plus equal number of negative samples. Task: Binary Classification. Given a miRNA mature sequence and a target amino acid sequence, predict their likelihood of interaction. (1) The miRNA is hsa-miR-6892-5p with sequence GUAAGGGACCGGAGAGUAGGA. The protein sequence of the target gene is MASVVLPSGSQCAAAAAAAAPPGLRLRLLLLLFSAAALIPTGDGQNLFTKDVTVIEGEVATISCQVNKSDDSVIQLLNPNRQTIYFRDFRPLKDSRFQLLNFSSSELKVSLTNVSISDEGRYFCQLYTDPPQESYTTITVLVPPRNLMIDIQKDTAVEGEEIEVNCTAMASKPATTIRWFKGNTELKGKSEVEEWSDMYTVTSQLMLKVHKEDDGVPVICQVEHPAVTGNLQTQRYLEVQYKPQVHIQMTYPLQGLTREGDALELTCEAIGKPQPVMVTWVRVDDEMPQHAVLSGPNLFI.... Result: 1 (interaction). (2) The miRNA is cel-miR-1824-5p with sequence UGGCAGUGUUUCUCCCCCAACUU. The protein sequence of the target gene is MESKRPRLLEEADKQKKTVRVGLNAPSMLRKNQLGFLRFANYCRIARELRVSCMQRKKVQIHSWDPSSLASDRFNRILANTNTDQLFTVNQVEAGGSKYGIITMRGLTTPELRVYPHKTLYVPNRKVNSMCWASLNHLDSHLLLCFVGLADTPSCAVLLPASLFIGSFPGMRRPGMLCSFQIPDAWSCAWSLSIHAYHSFSTGLSQQVLLTNVVTGHQQSFGTSSDVLAQQFAIMTPLLFNGCRSGEIFGIDLRCGNQGSGWKAICLSHDSAVTSLQILQDGQFLVSSDMTGTIKLWDLR.... Result: 0 (no interaction). (3) The miRNA is mmu-miR-6516-3p with sequence UCAUGUAUGAUACUGCAAACAG. The protein sequence of the target gene is MAAAVRPGAEPWNRVRIPQAGNCSTLTVRDPSATLDICTAAVTKGCHLVTQSLKSQTLDAEVDVLCSVLYSNHNRLGHHKPHLALRQVEQCLKRLKHMNLEGSIEDLSQLLSANATQPGATENRVVPSQPVVEVVLMKVLGGCKLLLRLLDCCCKAFLLTVKHLGLKEFIILNLVMVGLVSRLWVLHKGLLRRLISLYEPLLSLRQEISSIHPMPYFKDFAFPSDITDFLGPSYLEVFKVKTPAASATKGVTKLLNKLFLMREQLPKMNEDTLDRLSKPSEQMTSNPQSTVDLGQPVKAC.... Result: 0 (no interaction). (4) The miRNA is hsa-miR-7155-5p with sequence UCUGGGGUCUUGGGCCAUC. The protein sequence of the target gene is MKRGGRDSDQDSAEEGTAEKPKRPRTTQERSQPCDWGNLLQDIVLHVFKYLPLLDRAHASQVCRNWNQVFHMPDLWRCFEFELNQPATSYLKATHPELIKQIIKRHSNHLQYVSFKVDSSKESAEAACDILSQLVNCSLKTLGLISTARPSFMDLPKSHFISALTVVFVNSKSLSSLKIDDTPVDDPSLKVLVANNSDTLKLLKMSSCPHVSPAGILCVADQCHGLRELALNYHLLSDELLLALSSEKHVRLEHLRIDVVSENPGQTHFHTIQKSSWDAFIKHSPKVNLVMYFFLYEEEF.... Result: 0 (no interaction). (5) The miRNA is rno-miR-181b-5p with sequence AACAUUCAUUGCUGUCGGUGGGU. The protein sequence of the target gene is MGAASCEDEELEFKLVFGEEKEPPPLGPGGPGEELDSEDTPPCCRLALGEPLPYGAAPIGIPRPPPPRPGMHSPPPRPAPSPGTWESQPARSVRLGGPGGNAGGAGGGRVLECPSIRITSISPTPDPPTSLEDTSETWGDGSPRDYPPPEGFGGYREAGGQGGGAFFSPSPGSSSLSSWSFFSDASDEAALYAACDEVESELNEAASRFGLSSPLPSPRASPRPWTPEDPWSLYGPSSGGRAPEDSWLLLSAPGPVPASPRPASPCGKRRYSSSGTPSSASPALSRRGSLGEEGPEPPPP.... Result: 0 (no interaction). (6) The miRNA is hsa-miR-4539 with sequence GCUGAACUGGGCUGAGCUGGGC. The protein sequence of the target gene is MATGGFGCLLLLIREIDLSVKRQI. Result: 1 (interaction).